From a dataset of Reaction yield outcomes from USPTO patents with 853,638 reactions. Predict the reaction yield, written as a fraction of the theoretical maximum amount of product (1.0 means a 100% yield; for example, 0.34 means a 34% yield). (1) The reactants are Cl[C:2]1[C:7]([CH3:8])=[CH:6][N:5]=[C:4]([NH2:9])[N:3]=1.[C:10]([O:14][C:15]([C:17]1[CH:18]=[C:19](B(O)O)[CH:20]=[CH:21][CH:22]=1)=[O:16])([CH3:13])([CH3:12])[CH3:11].C([O-])([O-])=O.[Na+].[Na+]. No catalyst specified. The product is [NH2:9][C:4]1[N:3]=[C:2]([C:21]2[CH:22]=[C:17]([CH:18]=[CH:19][CH:20]=2)[C:15]([O:14][C:10]([CH3:12])([CH3:13])[CH3:11])=[O:16])[C:7]([CH3:8])=[CH:6][N:5]=1. The yield is 0.500. (2) The reactants are C[O:2][C:3](=[O:34])[CH2:4][C:5]1[C:14]([CH3:15])=[C:13]([CH:16]2[CH2:21][CH2:20][N:19]([S:22]([C:25]3[CH:30]=[C:29]([Cl:31])[CH:28]=[CH:27][C:26]=3[Cl:32])(=[O:24])=[O:23])[CH2:18][CH2:17]2)[C:12]2[C:7](=[CH:8][CH:9]=[C:10]([F:33])[CH:11]=2)[CH:6]=1.O.[OH-].[Li+].Cl. The catalyst is C1COCC1.O. The product is [Cl:32][C:26]1[CH:27]=[CH:28][C:29]([Cl:31])=[CH:30][C:25]=1[S:22]([N:19]1[CH2:20][CH2:21][CH:16]([C:13]2[C:12]3[C:7](=[CH:8][CH:9]=[C:10]([F:33])[CH:11]=3)[CH:6]=[C:5]([CH2:4][C:3]([OH:34])=[O:2])[C:14]=2[CH3:15])[CH2:17][CH2:18]1)(=[O:24])=[O:23]. The yield is 0.930. (3) The reactants are [OH:1][C:2]1[CH:3]=[C:4]([NH:8][C:9]2[N:14]=[C:13]([NH:15][C:16]3[CH:21]=[CH:20][CH:19]=[C:18]([OH:22])[CH:17]=3)[C:12]([F:23])=[CH:11][N:10]=2)[CH:5]=[CH:6][CH:7]=1.OC1C=C(C=CC=1[C:32]([O:34][CH3:35])=[O:33])N.ClC1N=C(Cl)C(F)=CN=1. No catalyst specified. The product is [OH:1][C:2]1[CH:3]=[C:4]([NH:8][C:9]2[N:14]=[C:13]([NH:15][C:16]3[CH:21]=[CH:20][C:19]([C:32]([O:34][CH3:35])=[O:33])=[C:18]([OH:22])[CH:17]=3)[C:12]([F:23])=[CH:11][N:10]=2)[CH:5]=[CH:6][C:7]=1[C:32]([O:34][CH3:35])=[O:33]. The yield is 0.410. (4) The reactants are [Cl:1][C:2]1[N:11]=[C:10](Cl)[C:9]2[CH2:8][CH2:7][CH2:6][CH:5]([C:13]3[CH:18]=[CH:17][C:16]([F:19])=[CH:15][CH:14]=3)[C:4]=2[N:3]=1.[CH3:20][NH:21][CH2:22][CH3:23]. The catalyst is CO. The yield is 1.00. The product is [Cl:1][C:2]1[N:11]=[C:10]([N:21]([CH2:22][CH3:23])[CH3:20])[C:9]2[CH2:8][CH2:7][CH2:6][CH:5]([C:13]3[CH:18]=[CH:17][C:16]([F:19])=[CH:15][CH:14]=3)[C:4]=2[N:3]=1. (5) The reactants are [CH3:1][O:2][C:3]1[CH:4]=[CH:5][C:6]2[S:10][C:9]([S:11]([O-])(=[O:13])=[O:12])=[C:8]([CH3:15])[C:7]=2[CH:16]=1.[K+].O=P(Cl)(Cl)[Cl:20]. No catalyst specified. The product is [CH3:1][O:2][C:3]1[CH:4]=[CH:5][C:6]2[S:10][C:9]([S:11]([Cl:20])(=[O:13])=[O:12])=[C:8]([CH3:15])[C:7]=2[CH:16]=1. The yield is 0.900.